This data is from Reaction yield outcomes from USPTO patents with 853,638 reactions. The task is: Predict the reaction yield, written as a fraction of the theoretical maximum amount of product (1.0 means a 100% yield; for example, 0.34 means a 34% yield). (1) The reactants are [CH3:1]OC(OC)N(C)C.[CH:9]([N:22]1[CH2:25][C:24]([NH:29][CH2:30][C:31]2[CH:36]=[CH:35][CH:34]=[CH:33][CH:32]=2)([C:26]([NH2:28])=[O:27])[CH2:23]1)([C:16]1[CH:21]=[CH:20][CH:19]=[CH:18][CH:17]=1)[C:10]1[CH:15]=[CH:14][CH:13]=[CH:12][CH:11]=1. No catalyst specified. The product is [CH:9]([N:22]1[CH2:23][C:24]2([C:26](=[O:27])[N:28]=[CH:1][N:29]2[CH2:30][C:31]2[CH:36]=[CH:35][CH:34]=[CH:33][CH:32]=2)[CH2:25]1)([C:10]1[CH:15]=[CH:14][CH:13]=[CH:12][CH:11]=1)[C:16]1[CH:17]=[CH:18][CH:19]=[CH:20][CH:21]=1. The yield is 0.620. (2) The reactants are [F:1][C:2]1[CH:3]=[C:4]([C:9](=[O:20])[CH:10]([C:12]2[CH:17]=[C:16]([CH3:18])[CH:15]=[C:14]([CH3:19])[CH:13]=2)[OH:11])[CH:5]=[C:6]([F:8])[CH:7]=1.[N+]([O-])([O-])=O.[NH4+].C(OCC)(=O)C. The catalyst is C(O)(=O)C.O.C(O[Cu]OC(=O)C)(=O)C. The product is [F:1][C:2]1[CH:3]=[C:4]([C:9](=[O:20])[C:10]([C:12]2[CH:13]=[C:14]([CH3:19])[CH:15]=[C:16]([CH3:18])[CH:17]=2)=[O:11])[CH:5]=[C:6]([F:8])[CH:7]=1. The yield is 0.540. (3) The reactants are [CH3:1][C:2]1[O:6][N:5]=[C:4]([C:7]2[CH:12]=[CH:11][CH:10]=[CH:9][CH:8]=2)[C:3]=1[CH2:13][O:14][C:15]1[CH:23]=[CH:22][C:18]([C:19]([OH:21])=O)=[CH:17][N:16]=1.[NH2:24][CH:25]1[CH2:30][CH2:29][N:28]([CH2:31][C:32]2[CH:37]=[CH:36][CH:35]=[CH:34][CH:33]=2)[CH2:27][CH2:26]1. No catalyst specified. The product is [CH2:31]([N:28]1[CH2:29][CH2:30][CH:25]([NH:24][C:19](=[O:21])[C:18]2[CH:22]=[CH:23][C:15]([O:14][CH2:13][C:3]3[C:4]([C:7]4[CH:8]=[CH:9][CH:10]=[CH:11][CH:12]=4)=[N:5][O:6][C:2]=3[CH3:1])=[N:16][CH:17]=2)[CH2:26][CH2:27]1)[C:32]1[CH:33]=[CH:34][CH:35]=[CH:36][CH:37]=1. The yield is 0.770. (4) The reactants are C(Cl)(=O)C(Cl)=O.[CH2:7]([O:9][C:10]([C:12]1[C:17](=[O:18])[N:16]([CH2:19][C:20]2[CH:25]=[CH:24][CH:23]=[CH:22][CH:21]=2)[C:15]2[S:26][CH:27]=[CH:28][C:14]=2[C:13]=1O)=[O:11])[CH3:8].[N:30]1([C:36]([C:38]2[S:39][CH:40]=[CH:41][CH:42]=2)=[O:37])[CH2:35][CH2:34][NH:33][CH2:32][CH2:31]1.C1N2CCN(CC2)C1.[Cl-].[NH4+]. The catalyst is CN(C=O)C.[Cl-].[Na+].O.O. The product is [CH2:7]([O:9][C:10]([C:12]1[C:17](=[O:18])[N:16]([CH2:19][C:20]2[CH:25]=[CH:24][CH:23]=[CH:22][CH:21]=2)[C:15]2[S:26][CH:27]=[CH:28][C:14]=2[C:13]=1[N:33]1[CH2:34][CH2:35][N:30]([C:36]([C:38]2[S:39][CH:40]=[CH:41][CH:42]=2)=[O:37])[CH2:31][CH2:32]1)=[O:11])[CH3:8]. The yield is 0.210. (5) The reactants are [Cl:1][C:2]1[CH:3]=[C:4]2[C:8](=[CH:9][CH:10]=1)[NH:7][CH:6]=[C:5]2[CH2:11][CH2:12][NH:13][C:14](=[O:22])[C:15]1[CH:20]=[CH:19][CH:18]=[CH:17][C:16]=1I.[F:23][C:24]([F:35])([F:34])[C:25]1[CH:26]=[C:27](B(O)O)[CH:28]=[CH:29][CH:30]=1.C(=O)([O-])[O-].[Na+].[Na+]. The catalyst is C(COC)OC.O.C1C=CC([P]([Pd]([P](C2C=CC=CC=2)(C2C=CC=CC=2)C2C=CC=CC=2)([P](C2C=CC=CC=2)(C2C=CC=CC=2)C2C=CC=CC=2)[P](C2C=CC=CC=2)(C2C=CC=CC=2)C2C=CC=CC=2)(C2C=CC=CC=2)C2C=CC=CC=2)=CC=1. The product is [Cl:1][C:2]1[CH:3]=[C:4]2[C:8](=[CH:9][CH:10]=1)[NH:7][CH:6]=[C:5]2[CH2:11][CH2:12][NH:13][C:14]([C:15]1[C:16]([C:29]2[CH:28]=[CH:27][CH:26]=[C:25]([C:24]([F:35])([F:34])[F:23])[CH:30]=2)=[CH:17][CH:18]=[CH:19][CH:20]=1)=[O:22]. The yield is 0.600.